From a dataset of Peptide-MHC class I binding affinity with 185,985 pairs from IEDB/IMGT. Regression. Given a peptide amino acid sequence and an MHC pseudo amino acid sequence, predict their binding affinity value. This is MHC class I binding data. (1) The peptide sequence is LSAERYTLF. The MHC is HLA-B58:01 with pseudo-sequence HLA-B58:01. The binding affinity (normalized) is 0.674. (2) The peptide sequence is VTFRERYSYK. The MHC is HLA-A31:01 with pseudo-sequence HLA-A31:01. The binding affinity (normalized) is 0.250. (3) The peptide sequence is ALDISFTGA. The MHC is HLA-B18:01 with pseudo-sequence HLA-B18:01. The binding affinity (normalized) is 0.0847. (4) The peptide sequence is FHIVNQESL. The MHC is HLA-A29:02 with pseudo-sequence HLA-A29:02. The binding affinity (normalized) is 0.0847.